This data is from Full USPTO retrosynthesis dataset with 1.9M reactions from patents (1976-2016). The task is: Predict the reactants needed to synthesize the given product. (1) Given the product [Si:8]([O:7][CH2:6][C:5]1[C:4]([Cl:18])=[CH:3][C:2]([C:22]([O:40][CH3:41])=[O:69])=[C:16]([F:17])[CH:15]=1)([C:11]([CH3:14])([CH3:13])[CH3:12])([CH3:10])[CH3:9], predict the reactants needed to synthesize it. The reactants are: Br[C:2]1[C:16]([F:17])=[CH:15][C:5]([CH2:6][O:7][Si:8]([C:11]([CH3:14])([CH3:13])[CH3:12])([CH3:10])[CH3:9])=[C:4]([Cl:18])[CH:3]=1.CC1(C)C2[C:41](=C(P(C3C=CC=CC=3)C3C=CC=CC=3)C=CC=2)[O:40][C:22]2C(P(C3C=CC=CC=3)C3C=CC=CC=3)=CC=CC1=2.C(N(CC)CC)C.C[OH:69].C([SiH](C)C)(C)(C)C. (2) Given the product [C:6]([C:5]1[CH:8]=[CH:9][C:2]([C:14]#[C:13][C:11]([CH3:12])([OH:15])[CH3:10])=[CH:3][CH:4]=1)#[N:7], predict the reactants needed to synthesize it. The reactants are: Cl[C:2]1[CH:9]=[CH:8][C:5]([C:6]#[N:7])=[CH:4][CH:3]=1.[CH3:10][C:11]([OH:15])([C:13]#[CH:14])[CH3:12].